From a dataset of NCI-60 drug combinations with 297,098 pairs across 59 cell lines. Regression. Given two drug SMILES strings and cell line genomic features, predict the synergy score measuring deviation from expected non-interaction effect. (1) Drug 1: C1CN1P(=S)(N2CC2)N3CC3. Drug 2: CCC1(CC2CC(C3=C(CCN(C2)C1)C4=CC=CC=C4N3)(C5=C(C=C6C(=C5)C78CCN9C7C(C=CC9)(C(C(C8N6C)(C(=O)OC)O)OC(=O)C)CC)OC)C(=O)OC)O.OS(=O)(=O)O. Cell line: KM12. Synergy scores: CSS=6.64, Synergy_ZIP=-3.97, Synergy_Bliss=0.959, Synergy_Loewe=-3.52, Synergy_HSA=-2.10. (2) Drug 1: CC1=C(C=C(C=C1)NC(=O)C2=CC=C(C=C2)CN3CCN(CC3)C)NC4=NC=CC(=N4)C5=CN=CC=C5. Drug 2: C1CN1C2=NC(=NC(=N2)N3CC3)N4CC4. Cell line: MALME-3M. Synergy scores: CSS=13.1, Synergy_ZIP=-2.99, Synergy_Bliss=2.90, Synergy_Loewe=-10.2, Synergy_HSA=-3.74. (3) Drug 1: C1=NC2=C(N1)C(=S)N=CN2. Drug 2: C1C(C(OC1N2C=NC3=C2NC=NCC3O)CO)O. Cell line: NCIH23. Synergy scores: CSS=22.6, Synergy_ZIP=1.14, Synergy_Bliss=0.974, Synergy_Loewe=-12.6, Synergy_HSA=-0.984.